From a dataset of Reaction yield outcomes from USPTO patents with 853,638 reactions. Predict the reaction yield, written as a fraction of the theoretical maximum amount of product (1.0 means a 100% yield; for example, 0.34 means a 34% yield). (1) The reactants are C1C=C(Cl)C=C(C(OO)=[O:9])C=1.[CH2:12]([N:14]1[C:20]2[N:21]=[CH:22][C:23]([CH2:25][CH2:26][O:27][C:28]3[C:37]4[C:32](=[CH:33][CH:34]=[CH:35][CH:36]=4)[N:31]=[CH:30][CH:29]=3)=[CH:24][C:19]=2[C:18](=[O:38])[N:17]([CH3:39])[C:16]2[CH:40]=[CH:41][C:42]([C:44]([F:47])([F:46])[F:45])=[N:43][C:15]1=2)[CH3:13]. The catalyst is C(Cl)Cl. The product is [CH2:12]([N:14]1[C:20]2[N:21]=[CH:22][C:23]([CH2:25][CH2:26][O:27][C:28]3[C:37]4[C:32](=[CH:33][CH:34]=[CH:35][CH:36]=4)[N+:31]([O-:9])=[CH:30][CH:29]=3)=[CH:24][C:19]=2[C:18](=[O:38])[N:17]([CH3:39])[C:16]2[CH:40]=[CH:41][C:42]([C:44]([F:46])([F:45])[F:47])=[N:43][C:15]1=2)[CH3:13]. The yield is 0.520. (2) The reactants are [CH3:1][N:2]1[C:6]([N:7]2[C:11]3=[N:12][CH:13]=[CH:14][CH:15]=[C:10]3[CH:9]=[CH:8]2)=[C:5](/[CH:16]=[CH:17]/[C:18]([O:20][CH2:21][CH3:22])=[O:19])[C:4]([CH3:23])=[N:3]1.[H][H]. The catalyst is C(O)C.[C].[Pd]. The product is [CH3:1][N:2]1[C:6]([N:7]2[C:11]3=[N:12][CH:13]=[CH:14][CH:15]=[C:10]3[CH:9]=[CH:8]2)=[C:5]([CH2:16][CH2:17][C:18]([O:20][CH2:21][CH3:22])=[O:19])[C:4]([CH3:23])=[N:3]1. The yield is 0.880. (3) The reactants are O.[S-2].[Na+].[Na+].[S].[CH2:6]([O:8][C:9]1[CH:14]=[CH:13][CH:12]=[CH:11][C:10]=1[C:15]1[CH:20]=[CH:19][C:18]([N+:21]([O-])=O)=[CH:17][C:16]=1[N+:24]([O-:26])=[O:25])[CH3:7].[Na+].[Cl-]. The catalyst is O. The product is [CH2:6]([O:8][C:9]1[CH:14]=[CH:13][CH:12]=[CH:11][C:10]=1[C:15]1[CH:20]=[CH:19][C:18]([NH2:21])=[CH:17][C:16]=1[N+:24]([O-:26])=[O:25])[CH3:7]. The yield is 0.950. (4) The reactants are [Br:1][C:2]1[CH:3]=[C:4]2[C:13](=[CH:14][C:15]=1[F:16])[CH:12]1[CH2:17][CH:10]([CH2:11]1)[N:9]1[C:5]2=[N:6][C:7]([I:19])=[C:8]1I.CC[Mg+].[Br-]. The catalyst is O1CCCC1. The product is [Br:1][C:2]1[CH:3]=[C:4]2[C:13](=[CH:14][C:15]=1[F:16])[CH:12]1[CH2:11][CH:10]([CH2:17]1)[N:9]1[C:5]2=[N:6][C:7]([I:19])=[CH:8]1. The yield is 0.890. (5) The reactants are [N:1]12[CH2:8][CH2:7][CH:4]([CH2:5][CH2:6]1)[CH:3]([NH2:9])[CH2:2]2.C1N=CN([C:15](N2C=NC=C2)=[O:16])C=1.[CH:22]1[C:31]2[C:26](=[CH:27][CH:28]=[CH:29][CH:30]=2)[CH:25]=[CH:24][C:23]=1[C:32]([NH2:35])([CH3:34])[CH3:33]. No catalyst specified. The product is [CH:22]1[C:31]2[C:26](=[CH:27][CH:28]=[CH:29][CH:30]=2)[CH:25]=[CH:24][C:23]=1[C:32]([NH:35][C:15]([NH:9][CH:3]1[CH:4]2[CH2:7][CH2:8][N:1]([CH2:6][CH2:5]2)[CH2:2]1)=[O:16])([CH3:33])[CH3:34]. The yield is 0.490. (6) The reactants are [C:1]1([CH:7]=[CH:8][C:9]2[CH:13]=[C:12]([CH2:14][CH2:15][CH:16]=O)[O:11][N:10]=2)[CH:6]=[CH:5][CH:4]=[CH:3][CH:2]=1.[C:18]1([N:24]2[CH2:29][CH2:28][NH:27][CH2:26][CH2:25]2)[CH:23]=[CH:22][CH:21]=[CH:20][CH:19]=1.[BH-](OC(C)=O)(OC(C)=O)OC(C)=O.[Na+]. The catalyst is C(Cl)Cl. The product is [C:18]1([N:24]2[CH2:29][CH2:28][N:27]([CH2:16][CH2:15][CH2:14][C:12]3[O:11][N:10]=[C:9]([CH:8]=[CH:7][C:1]4[CH:6]=[CH:5][CH:4]=[CH:3][CH:2]=4)[CH:13]=3)[CH2:26][CH2:25]2)[CH:23]=[CH:22][CH:21]=[CH:20][CH:19]=1. The yield is 0.493. (7) The reactants are Cl.[CH2:2]([C:4]1[CH:9]=[CH:8][CH:7]=[C:6]([CH2:10][CH3:11])[C:5]=1[NH:12][C:13]([C:15]1[C:19]2[CH2:20][CH2:21][C:22]3[CH:23]=[N:24][C:25]([NH:28][CH:29]4[CH2:34][CH2:33][NH:32][CH2:31][CH2:30]4)=[N:26][C:27]=3[C:18]=2[N:17]([CH3:35])[N:16]=1)=[O:14])[CH3:3].CCN(C(C)C)C(C)C.Cl[CH2:46][CH2:47][S:48](Cl)(=[O:50])=[O:49]. The catalyst is ClCCl. The product is [CH2:10]([C:6]1[CH:7]=[CH:8][CH:9]=[C:4]([CH2:2][CH3:3])[C:5]=1[NH:12][C:13]([C:15]1[C:19]2[CH2:20][CH2:21][C:22]3[CH:23]=[N:24][C:25]([NH:28][CH:29]4[CH2:30][CH2:31][N:32]([S:48]([CH:47]=[CH2:46])(=[O:50])=[O:49])[CH2:33][CH2:34]4)=[N:26][C:27]=3[C:18]=2[N:17]([CH3:35])[N:16]=1)=[O:14])[CH3:11]. The yield is 0.560. (8) The reactants are [S:1]1[C:9]2[CH2:8][CH2:7][O:6][CH:5]([C:10]3([NH2:13])[CH2:12][CH2:11]3)[C:4]=2[CH:3]=[CH:2]1.CCN([CH2:19][CH3:20])CC.Cl[C:22]([O:24][CH2:25][CH3:26])=[O:23].O.[CH2:28](Cl)Cl. No catalyst specified. The product is [S:1]1[C:9]2[CH2:8][CH2:7][O:6][CH:5]([C:10]3([NH:13][C:22](=[O:23])[O:24][CH2:25][CH3:26])[CH2:12][CH2:11][CH2:20][CH2:19][CH2:28]3)[C:4]=2[CH:3]=[CH:2]1. The yield is 0.830.